This data is from Full USPTO retrosynthesis dataset with 1.9M reactions from patents (1976-2016). The task is: Predict the reactants needed to synthesize the given product. (1) Given the product [Cl:1][C:2]1[C:11]2[C:6](=[CH:7][CH:8]=[CH:9][CH:10]=2)[CH:5]=[C:4]([CH3:12])[C:3]=1[CH:13]1[CH2:14][O:20]1, predict the reactants needed to synthesize it. The reactants are: [Cl:1][C:2]1[C:11]2[C:6](=[CH:7][CH:8]=[CH:9][CH:10]=2)[CH:5]=[C:4]([CH3:12])[C:3]=1[CH:13]=[CH2:14].ClC1C=C(C=CC=1)C(OO)=[O:20]. (2) Given the product [Cl:1][C:2]1[S:6][C:5]([C:7]([CH:13]([NH2:12])[C:14]2[N:15]=[CH:16][NH:17][CH:18]=2)=[O:9])=[CH:4][CH:3]=1, predict the reactants needed to synthesize it. The reactants are: [Cl:1][C:2]1[S:6][C:5]([C:7]([OH:9])=O)=[CH:4][CH:3]=1.Cl.Cl.[NH2:12][CH2:13][C:14]1[N:15]=[CH:16][NH:17][CH:18]=1.CN(C(ON1N=NC2C=CC=CC1=2)=[N+](C)C)C.[B-](F)(F)(F)F. (3) Given the product [NH2:36][C:37]1([C:41]2[CH:42]=[CH:43][C:44]([C:47]3[C:56](=[O:57])[C:55]4[C:50](=[C:51]([C:58]#[CH:59])[CH:52]=[CH:53][CH:54]=4)[O:49][C:48]=3[C:60]3[CH:61]=[CH:62][CH:63]=[CH:64][CH:65]=3)=[CH:45][CH:46]=2)[CH2:40][CH2:39][CH2:38]1, predict the reactants needed to synthesize it. The reactants are: NC1(C2C=CC(C3C(=O)C4C(=CC=C(F)C=4)OC=3C3C=CC=CC=3)=CC=2)CCC1.C(OC(=O)[NH:36][C:37]1([C:41]2[CH:46]=[CH:45][C:44]([C:47]3[C:56](=[O:57])[C:55]4[C:50](=[C:51]([C:58]#[CH:59])[CH:52]=[CH:53][CH:54]=4)[O:49][C:48]=3[C:60]3[CH:65]=[CH:64][CH:63]=[CH:62][CH:61]=3)=[CH:43][CH:42]=2)[CH2:40][CH2:39][CH2:38]1)(C)(C)C.C(O)(C(F)(F)F)=O.N. (4) Given the product [CH2:1]([CH:3]([C:6]1[C:10]([CH2:11][CH2:12][CH2:13][O:14][C:26]2[CH:31]=[CH:30][CH:29]=[CH:28][C:27]=2[CH2:32][C:33]([OH:35])=[O:34])=[CH:9][N:8]([C:15]2[CH:20]=[CH:19][C:18]([C:21]([F:23])([F:24])[F:22])=[CH:17][N:16]=2)[N:7]=1)[CH2:4][CH3:5])[CH3:2], predict the reactants needed to synthesize it. The reactants are: [CH2:1]([CH:3]([C:6]1[C:10]([CH2:11][CH2:12][CH2:13][OH:14])=[CH:9][N:8]([C:15]2[CH:20]=[CH:19][C:18]([C:21]([F:24])([F:23])[F:22])=[CH:17][N:16]=2)[N:7]=1)[CH2:4][CH3:5])[CH3:2].O[C:26]1[CH:31]=[CH:30][CH:29]=[CH:28][C:27]=1[CH2:32][C:33]([O:35]C)=[O:34].C(P(CCCC)CCCC)CCC.N(C(N1CCCCC1)=O)=NC(N1CCCCC1)=O.